This data is from NCI-60 drug combinations with 297,098 pairs across 59 cell lines. The task is: Regression. Given two drug SMILES strings and cell line genomic features, predict the synergy score measuring deviation from expected non-interaction effect. Drug 1: CCCCC(=O)OCC(=O)C1(CC(C2=C(C1)C(=C3C(=C2O)C(=O)C4=C(C3=O)C=CC=C4OC)O)OC5CC(C(C(O5)C)O)NC(=O)C(F)(F)F)O. Drug 2: CN(CCCl)CCCl.Cl. Cell line: SNB-19. Synergy scores: CSS=49.5, Synergy_ZIP=-1.98, Synergy_Bliss=-0.710, Synergy_Loewe=-13.3, Synergy_HSA=-0.0580.